Dataset: Catalyst prediction with 721,799 reactions and 888 catalyst types from USPTO. Task: Predict which catalyst facilitates the given reaction. (1) Reactant: [Cl:1][S:2]([OH:5])(=O)=[O:3].[C:6]1([C:12]2[C:16]([C:17]3[CH:22]=[CH:21][CH:20]=[CH:19][CH:18]=3)=[C:15]([CH3:23])[O:14][N:13]=2)[CH:11]=[CH:10][CH:9]=[CH:8][CH:7]=1.O. Product: [CH3:23][C:15]1[O:14][N:13]=[C:12]([C:6]2[CH:11]=[CH:10][CH:9]=[CH:8][CH:7]=2)[C:16]=1[C:17]1[CH:22]=[CH:21][C:20]([S:2]([Cl:1])(=[O:5])=[O:3])=[CH:19][CH:18]=1. The catalyst class is: 2. (2) Product: [Br:8][C:6]1[CH:5]=[CH:4][C:3]([CH2:9][CH2:10][NH:11][S:12]([C:15]2[CH:20]=[C:19]([C:21]#[N:22])[CH:18]=[CH:17][C:16]=2[O:23][CH3:24])(=[O:14])=[O:13])=[C:2]([NH:1][CH2:26][C:27]([O:29][CH2:30][CH3:31])=[O:28])[CH:7]=1. The catalyst class is: 9. Reactant: [NH2:1][C:2]1[CH:7]=[C:6]([Br:8])[CH:5]=[CH:4][C:3]=1[CH2:9][CH2:10][NH:11][S:12]([C:15]1[CH:20]=[C:19]([C:21]#[N:22])[CH:18]=[CH:17][C:16]=1[O:23][CH3:24])(=[O:14])=[O:13].Br[CH2:26][C:27]([O:29][CH2:30][CH3:31])=[O:28].C(N(CC)C(C)C)(C)C.O. (3) Reactant: [F:1][C:2]1[CH:11]=[C:10]2[C:5]([CH:6]=[C:7]([NH:16][C:17]3[CH:21]=[C:20]([CH3:22])[NH:19][N:18]=3)[N:8]=[C:9]2[O:12][CH:13]([CH3:15])[CH3:14])=[CH:4][C:3]=1[OH:23].CCN(CC)CC.[F:31][C:32]([F:45])([F:44])[S:33](O[S:33]([C:32]([F:45])([F:44])[F:31])(=[O:35])=[O:34])(=[O:35])=[O:34]. Product: [F:1][C:2]1[CH:11]=[C:10]2[C:5]([CH:6]=[C:7]([NH:16][C:17]3[CH:21]=[C:20]([CH3:22])[N:19]([S:33]([C:32]([F:45])([F:44])[F:31])(=[O:35])=[O:34])[N:18]=3)[N:8]=[C:9]2[O:12][CH:13]([CH3:15])[CH3:14])=[CH:4][C:3]=1[O:23][S:33]([C:32]([F:45])([F:44])[F:31])(=[O:35])=[O:34]. The catalyst class is: 2. (4) Reactant: [Br:1][C:2]1[C:3]([O:15][CH2:16][O:17][CH3:18])=[CH:4][C:5]([O:10][CH2:11][CH:12]2[CH2:14][CH2:13]2)=[C:6]([CH2:8][OH:9])[CH:7]=1.N1C=CN=C1.[C:24]([Si:28](Cl)([C:35]1[CH:40]=[CH:39][CH:38]=[CH:37][CH:36]=1)[C:29]1[CH:34]=[CH:33][CH:32]=[CH:31][CH:30]=1)([CH3:27])([CH3:26])[CH3:25].O. Product: [Br:1][C:2]1[C:3]([O:15][CH2:16][O:17][CH3:18])=[CH:4][C:5]([O:10][CH2:11][CH:12]2[CH2:14][CH2:13]2)=[C:6]([CH:7]=1)[CH2:8][O:9][Si:28]([C:24]([CH3:27])([CH3:26])[CH3:25])([C:35]1[CH:36]=[CH:37][CH:38]=[CH:39][CH:40]=1)[C:29]1[CH:34]=[CH:33][CH:32]=[CH:31][CH:30]=1. The catalyst class is: 9. (5) Reactant: [I:1]N1C(=O)CCC1=O.[NH:9]1[C:13]([C:14]([O:16][CH2:17][CH3:18])=[O:15])=[CH:12][C:11]([C:19]([O:21][CH2:22][CH3:23])=[O:20])=[N:10]1.[O-]S([O-])(=S)=O.[Na+].[Na+]. Product: [CH2:17]([O:16][C:14]([C:13]1[C:12]([I:1])=[C:11]([C:19]([O:21][CH2:22][CH3:23])=[O:20])[NH:10][N:9]=1)=[O:15])[CH3:18]. The catalyst class is: 22.